From a dataset of Full USPTO retrosynthesis dataset with 1.9M reactions from patents (1976-2016). Predict the reactants needed to synthesize the given product. (1) Given the product [C:13]([C:12]1[CH:11]=[C:10]2[C:9]([NH:8][C:1](=[O:2])[C:3](=[O:4])[N:18]2[OH:20])=[CH:17][CH:16]=1)([OH:15])=[O:14], predict the reactants needed to synthesize it. The reactants are: [C:1]([NH:8][C:9]1[CH:17]=[CH:16][C:12]([C:13]([OH:15])=[O:14])=[CH:11][C:10]=1[N+:18]([O-:20])=O)([C:3](OCC)=[O:4])=[O:2]. (2) Given the product [CH:37]([OH:39])=[O:38].[C:67]([O:66][C:64]([N:22]([CH2:21][C@H:20]([O:71][Si:72]([C:75]([CH3:78])([CH3:77])[CH3:76])([CH3:73])[CH3:74])[C:12]1[CH:11]=[CH:10][C:9]([OH:8])=[C:18]2[C:13]=1[CH:14]=[CH:15][C:16](=[O:19])[NH:17]2)[CH2:23][CH2:24][CH2:25][CH2:26][NH:27][C:28]([C:30]1[CH:31]=[C:32]([C:36]([OH:63])([C:57]2[CH:62]=[CH:61][CH:60]=[CH:59][CH:58]=2)[C:37]([O:39][CH2:40][CH:41]2[CH2:46][CH2:45][NH:44][CH2:43][CH2:42]2)=[O:38])[CH:33]=[CH:34][CH:35]=1)=[O:29])=[O:65])([CH3:68])([CH3:70])[CH3:69], predict the reactants needed to synthesize it. The reactants are: C([O:8][C:9]1[CH:10]=[CH:11][C:12]([C@@H:20]([O:71][Si:72]([C:75]([CH3:78])([CH3:77])[CH3:76])([CH3:74])[CH3:73])[CH2:21][N:22]([C:64]([O:66][C:67]([CH3:70])([CH3:69])[CH3:68])=[O:65])[CH2:23][CH2:24][CH2:25][CH2:26][NH:27][C:28]([C:30]2[CH:31]=[C:32]([C:36]([OH:63])([C:57]3[CH:62]=[CH:61][CH:60]=[CH:59][CH:58]=3)[C:37]([O:39][CH2:40][CH:41]3[CH2:46][CH2:45][N:44](C(OCC4C=CC=CC=4)=O)[CH2:43][CH2:42]3)=[O:38])[CH:33]=[CH:34][CH:35]=2)=[O:29])=[C:13]2[C:18]=1[NH:17][C:16](=[O:19])[CH:15]=[CH:14]2)C1C=CC=CC=1.C(O)=O.[H][H]. (3) Given the product [CH2:15]([O:8][C:5]1[C:4]([C:9]2[O:13][N:12]=[C:11]([CH3:14])[N:10]=2)=[CH:3][C:2]([Br:1])=[CH:7][N:6]=1)[C:16]1[CH:21]=[CH:20][CH:19]=[CH:18][CH:17]=1, predict the reactants needed to synthesize it. The reactants are: [Br:1][C:2]1[CH:3]=[C:4]([C:9]2[O:13][N:12]=[C:11]([CH3:14])[N:10]=2)[C:5]([OH:8])=[N:6][CH:7]=1.[CH2:15](Br)[C:16]1[CH:21]=[CH:20][CH:19]=[CH:18][CH:17]=1. (4) Given the product [Br:1][C:2]1[CH:3]=[C:4]([CH:8]=[C:9]([O:11][C:12]([F:15])([F:14])[F:13])[CH:10]=1)[C:5]([N:17]([O:18][CH3:19])[CH3:16])=[O:7], predict the reactants needed to synthesize it. The reactants are: [Br:1][C:2]1[CH:3]=[C:4]([CH:8]=[C:9]([O:11][C:12]([F:15])([F:14])[F:13])[CH:10]=1)[C:5]([OH:7])=O.[CH3:16][NH:17][O:18][CH3:19].Cl.CN(C(ON1N=NC2C=CC=NC1=2)=[N+](C)C)C.F[P-](F)(F)(F)(F)F. (5) Given the product [F:1][C:2]1[CH:22]=[C:21]([F:23])[CH:20]=[CH:19][C:3]=1[O:4][C:5]1[CH:6]=[C:7]2[C:11](=[CH:12][C:13]=1[O:14][CH2:31][CH:32]1[CH2:34][O:33]1)[N:10]([CH2:15][CH:16]([CH3:18])[CH3:17])[N:9]=[CH:8]2, predict the reactants needed to synthesize it. The reactants are: [F:1][C:2]1[CH:22]=[C:21]([F:23])[CH:20]=[CH:19][C:3]=1[O:4][C:5]1[CH:6]=[C:7]2[C:11](=[CH:12][C:13]=1[OH:14])[N:10]([CH2:15][CH:16]([CH3:18])[CH3:17])[N:9]=[CH:8]2.C([O-])([O-])=O.[Cs+].[Cs+].Br[CH2:31][CH:32]1[CH2:34][O:33]1. (6) Given the product [CH:13]([O:16][C:17]1[CH:22]=[C:21]([C:2]2[CH:7]=[CH:6][N:5]3[N:8]=[CH:9][C:10]([CH2:11][OH:12])=[C:4]3[N:3]=2)[CH:20]=[CH:19][N:18]=1)([CH3:15])[CH3:14], predict the reactants needed to synthesize it. The reactants are: Cl[C:2]1[CH:7]=[CH:6][N:5]2[N:8]=[CH:9][C:10]([CH2:11][OH:12])=[C:4]2[N:3]=1.[CH:13]([O:16][C:17]1[CH:22]=[C:21](B2OC(C)(C)C(C)(C)O2)[CH:20]=[CH:19][N:18]=1)([CH3:15])[CH3:14].C(=O)([O-])[O-].[K+].[K+].C(Cl)Cl. (7) The reactants are: [F:1][C:2]1[CH:3]=[CH:4][C:5]([CH3:9])=[C:6]([OH:8])[CH:7]=1.[CH2:10]([O:12][C:13](=[O:16])[CH2:14]Br)[CH3:11].C([O-])([O-])=O.[K+].[K+]. Given the product [CH2:10]([O:12][C:13](=[O:16])[CH2:14][O:8][C:6]1[CH:7]=[C:2]([F:1])[CH:3]=[CH:4][C:5]=1[CH3:9])[CH3:11], predict the reactants needed to synthesize it. (8) Given the product [NH2:7][C:5](=[O:6])[C@H:3]([NH:2][C:8](=[O:9])[O:10][CH2:11][CH:12]1[C:24]2[CH:23]=[CH:22][CH:21]=[CH:20][C:19]=2[C:18]2[C:13]1=[CH:14][CH:15]=[CH:16][CH:17]=2)[CH3:4], predict the reactants needed to synthesize it. The reactants are: Cl.[NH2:2][C@@H:3]([C:5]([NH2:7])=[O:6])[CH3:4].[C:8](Cl)([O:10][CH2:11][CH:12]1[C:24]2[C:19](=[CH:20][CH:21]=[CH:22][CH:23]=2)[C:18]2[C:13]1=[CH:14][CH:15]=[CH:16][CH:17]=2)=[O:9]. (9) Given the product [CH2:19]([N:7]1[CH2:8][C:9]2([C:11]3[CH:16]=[CH:15][CH:14]=[C:13]([O:17][CH3:18])[N:12]=3)[C:5]([CH2:3][OH:2])([CH2:10]2)[CH2:6]1)[C:20]1[CH:25]=[CH:24][CH:23]=[CH:22][CH:21]=1, predict the reactants needed to synthesize it. The reactants are: C[O:2][C:3]([C:5]12[CH2:10][C:9]1([C:11]1[CH:16]=[CH:15][CH:14]=[C:13]([O:17][CH3:18])[N:12]=1)[CH2:8][N:7]([CH2:19][C:20]1[CH:25]=[CH:24][CH:23]=[CH:22][CH:21]=1)[CH2:6]2)=O.[H-].[Al+3].[Li+].[H-].[H-].[H-].O.O.O.O.O.O.O.O.O.O.S([O-])([O-])(=O)=O.[Na+].[Na+]. (10) Given the product [CH3:1][C:2]1[CH:7]=[C:6]([CH3:8])[CH:5]=[CH:4][N+:3]=1[O-:9], predict the reactants needed to synthesize it. The reactants are: [CH3:1][C:2]1[CH:7]=[C:6]([CH3:8])[CH:5]=[CH:4][N:3]=1.[OH:9]O.